From a dataset of Forward reaction prediction with 1.9M reactions from USPTO patents (1976-2016). Predict the product of the given reaction. (1) Given the reactants [NH2:1][C:2]1[C:7]([CH2:8][N:9]([C:16]2[CH:21]=[CH:20][CH:19]=[CH:18][CH:17]=2)[CH2:10][C:11](OCC)=[O:12])=[CH:6][C:5]([Br:22])=[CH:4][N:3]=1.[H-].[Na+].O, predict the reaction product. The product is: [Br:22][C:5]1[CH:4]=[N:3][C:2]2[NH:1][C:11](=[O:12])[CH2:10][N:9]([C:16]3[CH:21]=[CH:20][CH:19]=[CH:18][CH:17]=3)[CH2:8][C:7]=2[CH:6]=1. (2) Given the reactants C(Cl)(=O)C(Cl)=O.[C:7]([C:9]1[CH:17]=[CH:16][C:12]([C:13]([OH:15])=O)=[C:11]([F:18])[CH:10]=1)#[N:8].[N:19]1[CH:24]=[CH:23][CH:22]=[C:21]([NH2:25])[CH:20]=1, predict the reaction product. The product is: [C:7]([C:9]1[CH:17]=[CH:16][C:12]([C:13]([NH:25][C:21]2[CH:20]=[N:19][CH:24]=[CH:23][CH:22]=2)=[O:15])=[C:11]([F:18])[CH:10]=1)#[N:8]. (3) Given the reactants [Br:1][C:2]1[C:3]([F:10])=[C:4]([NH2:9])[CH:5]=[CH:6][C:7]=1[Cl:8].C(O[CH:14]=[C:15]([C:21]([O:23][CH2:24][CH3:25])=[O:22])[C:16]([O:18][CH2:19][CH3:20])=[O:17])C, predict the reaction product. The product is: [Br:1][C:2]1[C:3]([F:10])=[C:4]([NH:9][CH:14]=[C:15]([C:16]([O:18][CH2:19][CH3:20])=[O:17])[C:21]([O:23][CH2:24][CH3:25])=[O:22])[CH:5]=[CH:6][C:7]=1[Cl:8].